From a dataset of Full USPTO retrosynthesis dataset with 1.9M reactions from patents (1976-2016). Predict the reactants needed to synthesize the given product. Given the product [CH2:30]([N:37]1[CH2:42][CH2:41][N:40]([C:43]([O:45][C:46]([CH3:49])([CH3:48])[CH3:47])=[O:44])[C@H:39](/[CH:50]=[CH:5]/[CH:2]2[CH2:4][CH2:3]2)[CH2:38]1)[C:31]1[CH:36]=[CH:35][CH:34]=[CH:33][CH:32]=1, predict the reactants needed to synthesize it. The reactants are: [Br-].[CH:2]1([CH2:5][P+](C2C=CC=CC=2)(C2C=CC=CC=2)C2C=CC=CC=2)[CH2:4][CH2:3]1.[Li+].CCC[CH2-].[CH2:30]([N:37]1[CH2:42][CH2:41][N:40]([C:43]([O:45][C:46]([CH3:49])([CH3:48])[CH3:47])=[O:44])[C@H:39]([CH:50]=O)[CH2:38]1)[C:31]1[CH:36]=[CH:35][CH:34]=[CH:33][CH:32]=1.[Cl-].[NH4+].